This data is from Full USPTO retrosynthesis dataset with 1.9M reactions from patents (1976-2016). The task is: Predict the reactants needed to synthesize the given product. (1) The reactants are: [BH4-].[Na+].[C:3]([O:7][C:8]([N:10]1[CH2:15][CH2:14][CH:13]([C:16](=[O:26])[CH2:17][C:18]2[C:23]([Br:24])=[CH:22][N:21]=[C:20]([Cl:25])[CH:19]=2)[CH2:12][CH2:11]1)=[O:9])([CH3:6])([CH3:5])[CH3:4].C(O)(=O)CC(CC(O)=O)(C(O)=O)O. Given the product [C:3]([O:7][C:8]([N:10]1[CH2:11][CH2:12][CH:13]([CH:16]([OH:26])[CH2:17][C:18]2[C:23]([Br:24])=[CH:22][N:21]=[C:20]([Cl:25])[CH:19]=2)[CH2:14][CH2:15]1)=[O:9])([CH3:6])([CH3:4])[CH3:5], predict the reactants needed to synthesize it. (2) Given the product [CH2:1]([C:5]1[N:6]=[C:7]([CH3:27])[N:8]([C:33]2[CH:32]=[CH:31][CH:30]=[C:29]([F:28])[CH:34]=2)[C:9](=[O:26])[C:10]=1[CH2:11][C:12]1[CH:17]=[CH:16][C:15]([C:18]2[C:19]([C:24]#[N:25])=[CH:20][CH:21]=[CH:22][CH:23]=2)=[CH:14][CH:13]=1)[CH2:2][CH2:3][CH3:4], predict the reactants needed to synthesize it. The reactants are: [CH2:1]([C:5]1[N:6]=[C:7]([CH3:27])[NH:8][C:9](=[O:26])[C:10]=1[CH2:11][C:12]1[CH:17]=[CH:16][C:15]([C:18]2[C:19]([C:24]#[N:25])=[CH:20][CH:21]=[CH:22][CH:23]=2)=[CH:14][CH:13]=1)[CH2:2][CH2:3][CH3:4].[F:28][C:29]1[CH:30]=[C:31](B(O)O)[CH:32]=[CH:33][CH:34]=1.C(N(CC)CC)C.N1C=CC=CC=1. (3) Given the product [CH3:30][C:13]1([S:15]([C:18]2[CH:23]=[CH:22][CH:21]=[C:20]([C:24]([F:25])([F:26])[F:27])[CH:19]=2)(=[O:17])=[O:16])[CH2:12][CH2:11][O:10][CH:9]([C:6]2[CH:5]=[N:4][C:3]([C:2]([F:1])([F:28])[F:29])=[N:8][CH:7]=2)[CH2:14]1, predict the reactants needed to synthesize it. The reactants are: [F:1][C:2]([F:29])([F:28])[C:3]1[N:8]=[CH:7][C:6]([CH:9]2[CH2:14][CH:13]([S:15]([C:18]3[CH:23]=[CH:22][CH:21]=[C:20]([C:24]([F:27])([F:26])[F:25])[CH:19]=3)(=[O:17])=[O:16])[CH2:12][CH2:11][O:10]2)=[CH:5][N:4]=1.[CH3:30]C([O-])(C)C.[K+]. (4) Given the product [ClH:1].[NH2:15][C@@H:7]([C@H:8]([CH3:14])[C@H:9]([CH3:13])[CH2:10][CH2:11][CH3:12])[CH2:6][C:5]([OH:19])=[O:4], predict the reactants needed to synthesize it. The reactants are: [ClH:1].C([O:4][C:5](=[O:19])[CH2:6][C@@H:7]([NH:15]C(=O)C)[C@H:8]([CH3:14])[C@H:9]([CH3:13])[CH2:10][CH2:11][CH3:12])C. (5) Given the product [Cl:15][C:16]1[CH:21]=[CH:20][C:19]([CH2:22][CH2:23][CH2:24][O:25][CH:26]2[CH2:27][CH2:28][N:29]([CH2:13][C@:11]3([CH3:14])[O:12][C:2]4=[N:6][C:5]([N+:7]([O-:9])=[O:8])=[CH:4][N:3]4[CH2:10]3)[CH2:30][CH2:31]2)=[CH:18][CH:17]=1, predict the reactants needed to synthesize it. The reactants are: Cl[C:2]1[N:3]([CH2:10][C@:11]2([CH3:14])[CH2:13][O:12]2)[CH:4]=[C:5]([N+:7]([O-:9])=[O:8])[N:6]=1.[Cl:15][C:16]1[CH:21]=[CH:20][C:19]([CH2:22][CH2:23][CH2:24][O:25][CH:26]2[CH2:31][CH2:30][NH:29][CH2:28][CH2:27]2)=[CH:18][CH:17]=1.O.[H-].[Na+]. (6) Given the product [C:13]1([CH2:12][C:7]([C:2]2[CH:3]=[CH:4][CH:5]=[CH:6][N:1]=2)=[O:9])[CH:18]=[CH:17][CH:16]=[CH:15][CH:14]=1, predict the reactants needed to synthesize it. The reactants are: [N:1]1[CH:6]=[CH:5][CH:4]=[CH:3][C:2]=1[C:7]([O:9]CC)=O.[CH2:12]([Mg]Cl)[C:13]1[CH:18]=[CH:17][CH:16]=[CH:15][CH:14]=1.[Cl-].[NH4+]. (7) Given the product [O:1]1[C:5]2[CH:6]=[CH:7][CH:8]=[CH:9][C:4]=2[CH:3]=[C:2]1[C:10]1[NH:29][C:28]2[N:27]([N:26]=[CH:25][C:24]=2[C:19]2[CH:20]=[CH:21][CH:22]=[CH:23][N:18]=2)[C:12](=[O:14])[CH:11]=1, predict the reactants needed to synthesize it. The reactants are: [O:1]1[C:5]2[CH:6]=[CH:7][CH:8]=[CH:9][C:4]=2[CH:3]=[C:2]1[C:10](=O)[CH2:11][C:12]([O:14]CC)=O.[N:18]1[CH:23]=[CH:22][CH:21]=[CH:20][C:19]=1[C:24]1[CH:25]=[N:26][NH:27][C:28]=1[NH2:29]. (8) Given the product [Cl:23][C:11]1[CH:12]=[C:13]([CH:18]=[CH:19][C:20]=1[CH2:21][CH3:22])[C:14]([O:16][CH3:17])=[O:15], predict the reactants needed to synthesize it. The reactants are: N([O-])=O.[Na+].S(=O)(=O)(O)O.N[C:11]1[CH:12]=[C:13]([CH:18]=[CH:19][C:20]=1[CH2:21][CH3:22])[C:14]([O:16][CH3:17])=[O:15].[ClH:23].